This data is from Reaction yield outcomes from USPTO patents with 853,638 reactions. The task is: Predict the reaction yield, written as a fraction of the theoretical maximum amount of product (1.0 means a 100% yield; for example, 0.34 means a 34% yield). (1) The reactants are [OH:1][CH2:2][CH2:3][C:4]1([CH3:28])[S:8][C:7]([C:9]2[NH:10][C:11]3[C:16]([CH:17]=2)=[CH:15][CH:14]=[CH:13][C:12]=3[N:18]([CH3:27])[S:19]([C:22]2[S:23][CH:24]=[CH:25][CH:26]=2)(=[O:21])=[O:20])=[N:6][CH2:5]1.C(N(CC)CC)C.[CH3:36][S:37](Cl)(=[O:39])=[O:38].O. The catalyst is O1CCCC1. The product is [CH3:36][S:37]([O:1][CH2:2][CH2:3][C:4]1([CH3:28])[S:8][C:7]([C:9]2[NH:10][C:11]3[C:16]([CH:17]=2)=[CH:15][CH:14]=[CH:13][C:12]=3[N:18]([CH3:27])[S:19]([C:22]2[S:23][CH:24]=[CH:25][CH:26]=2)(=[O:21])=[O:20])=[N:6][CH2:5]1)(=[O:39])=[O:38]. The yield is 0.650. (2) The reactants are [O:1]1[CH:5]=[CH:4][C:3]([N:6]([CH2:21][C:22]2[CH:27]=[CH:26][C:25]([O:28][CH3:29])=[CH:24][CH:23]=2)[S:7]([C:10]2[CH:19]=[C:18]3[C:13]([C:14](=O)[NH:15][CH:16]=[N:17]3)=[CH:12][CH:11]=2)(=[O:9])=[O:8])=[N:2]1.CCN(C(C)C)C(C)C.P(Cl)(Cl)([Cl:41])=O.N1C=CC=CC=1. The catalyst is ClCCCl.O. The product is [Cl:41][C:14]1[C:13]2[C:18](=[CH:19][C:10]([S:7]([N:6]([C:3]3[CH:4]=[CH:5][O:1][N:2]=3)[CH2:21][C:22]3[CH:27]=[CH:26][C:25]([O:28][CH3:29])=[CH:24][CH:23]=3)(=[O:9])=[O:8])=[CH:11][CH:12]=2)[N:17]=[CH:16][N:15]=1. The yield is 0.244.